This data is from Forward reaction prediction with 1.9M reactions from USPTO patents (1976-2016). The task is: Predict the product of the given reaction. (1) The product is: [Br:15][C:2]1[CH:3]=[CH:4][N:5]=[C:6]2[C:11]=1[N:10]([CH3:12])[C:9](=[O:13])[CH:8]=[CH:7]2. Given the reactants O[C:2]1[CH:3]=[CH:4][N:5]=[C:6]2[C:11]=1[N:10]([CH3:12])[C:9](=[O:13])[CH:8]=[CH:7]2.P(Br)(Br)[Br:15], predict the reaction product. (2) Given the reactants Br[C:2]1[CH:9]=[C:8]([F:10])[CH:7]=[CH:6][C:3]=1[C:4]#[N:5].[F-].[K+].[F:13][C:14]1[CH:19]=[CH:18][C:17]([N+:20]([O-:22])=[O:21])=[CH:16][C:15]=1B1OC(C)(C)C(C)(C)O1, predict the reaction product. The product is: [F:10][C:8]1[CH:9]=[C:2]([C:15]2[CH:16]=[C:17]([N+:20]([O-:22])=[O:21])[CH:18]=[CH:19][C:14]=2[F:13])[C:3]([C:4]#[N:5])=[CH:6][CH:7]=1. (3) Given the reactants [CH2:1]([O:3][C:4]([C:6]1[C:15](=[O:16])[N:14]2[C:9]([C:10]([CH3:18])=[C:11](Cl)[CH:12]=[CH:13]2)=[C:8]([CH:19]2[CH2:21][CH2:20]2)[CH:7]=1)=[O:5])[CH3:2].[CH3:22][C:23]1[CH:28]=[CH:27][C:26](B(O)O)=[CH:25][CH:24]=1.C([O-])([O-])=O.[Na+].[Na+], predict the reaction product. The product is: [CH:19]1([C:8]2[CH:7]=[C:6]([C:4]([O:3][CH2:1][CH3:2])=[O:5])[C:15](=[O:16])[N:14]3[C:9]=2[C:10]([CH3:18])=[C:11]([C:26]2[CH:27]=[CH:28][C:23]([CH3:22])=[CH:24][CH:25]=2)[CH:12]=[CH:13]3)[CH2:21][CH2:20]1. (4) Given the reactants [Cl:1][C:2]1[C:11]2[CH2:10][N:9]([C@H:12]([CH:20]([CH3:22])[CH3:21])[C:13]([O:15]C(C)(C)C)=[O:14])[C:8](=[O:23])[C:7]3=[CH:24][N:25](S(C4C=CC(C)=CC=4)(=O)=O)[C:5]([C:6]=23)=[N:4][CH:3]=1.CCO.[OH-].[Na+], predict the reaction product. The product is: [Cl:1][C:2]1[C:11]2[CH2:10][N:9]([C@H:12]([CH:20]([CH3:21])[CH3:22])[C:13]([OH:15])=[O:14])[C:8](=[O:23])[C:7]3=[CH:24][NH:25][C:5]([C:6]=23)=[N:4][CH:3]=1. (5) Given the reactants [CH2:1]([O:3][CH2:4][CH2:5][O:6][C:7]1[CH:12]=[C:11]([CH3:13])[C:10]([C:14]2[CH:19]=[CH:18][CH:17]=[C:16]([CH2:20][NH:21][C:22]3[CH:34]=[CH:33][C:25]([O:26][CH2:27][C:28]([O:30]CC)=[O:29])=[CH:24][CH:23]=3)[CH:15]=2)=[C:9]([CH3:35])[CH:8]=1)[CH3:2].[OH-].[K+].O.C(O)(=O)CC(CC(O)=O)(C(O)=O)O, predict the reaction product. The product is: [CH2:1]([O:3][CH2:4][CH2:5][O:6][C:7]1[CH:8]=[C:9]([CH3:35])[C:10]([C:14]2[CH:19]=[CH:18][CH:17]=[C:16]([CH2:20][NH:21][C:22]3[CH:23]=[CH:24][C:25]([O:26][CH2:27][C:28]([OH:30])=[O:29])=[CH:33][CH:34]=3)[CH:15]=2)=[C:11]([CH3:13])[CH:12]=1)[CH3:2]. (6) Given the reactants C([O:8][C:9]1[CH:28]=[C:27]([O:29]CC2C=CC=CC=2)[C:26]([CH:37]([CH3:39])[CH3:38])=[CH:25][C:10]=1[C:11]([N:13]1[CH2:21][C:20]2[C:15](=[CH:16][CH:17]=[C:18]([C:22](O)=[O:23])[CH:19]=2)[CH2:14]1)=[O:12])C1C=CC=CC=1.C(Cl)CCl.C1C=CC2N(O)N=NC=2C=1.[C:54]([N:61]1[CH2:66][CH2:65][NH:64][CH2:63][CH2:62]1)([O:56][C:57]([CH3:60])([CH3:59])[CH3:58])=[O:55], predict the reaction product. The product is: [C:57]([O:56][C:54]([N:61]1[CH2:62][CH2:63][N:64]([C:22]([C:18]2[CH:19]=[C:20]3[C:15](=[CH:16][CH:17]=2)[CH2:14][N:13]([C:11](=[O:12])[C:10]2[CH:25]=[C:26]([CH:37]([CH3:39])[CH3:38])[C:27]([OH:29])=[CH:28][C:9]=2[OH:8])[CH2:21]3)=[O:23])[CH2:65][CH2:66]1)=[O:55])([CH3:60])([CH3:59])[CH3:58]. (7) Given the reactants [CH2:1]([O:3][C:4]([C:6]1[C:7](=[O:31])[C:8]2[C:13]([C:14]=1[C:15]1[CH:20]=[CH:19][CH:18]=[CH:17][CH:16]=1)=[CH:12][CH:11]=[C:10]([O:21][CH2:22][CH2:23][CH2:24][C:25]1[CH:30]=[CH:29][CH:28]=[CH:27][CH:26]=1)[CH:9]=2)=[O:5])[CH3:2].[C:32]1([Mg]Cl)[CH:37]=[CH:36][CH:35]=[CH:34][CH:33]=1, predict the reaction product. The product is: [CH2:1]([O:3][C:4]([C:6]1[C:7]([OH:31])([C:32]2[CH:37]=[CH:36][CH:35]=[CH:34][CH:33]=2)[C:8]2[C:13]([C:14]=1[C:15]1[CH:20]=[CH:19][CH:18]=[CH:17][CH:16]=1)=[CH:12][CH:11]=[C:10]([O:21][CH2:22][CH2:23][CH2:24][C:25]1[CH:26]=[CH:27][CH:28]=[CH:29][CH:30]=1)[CH:9]=2)=[O:5])[CH3:2]. (8) Given the reactants C[O:2][C:3]([C:5]1[CH:44]=[CH:43][C:8]([CH2:9][O:10][C:11]2[N:16]=[C:15]([C:17]3[CH:22]=[CH:21][CH:20]=[CH:19][CH:18]=3)[N:14]=[C:13]([C:23]3[CH:28]=[CH:27][C:26]([N:29]4[C:37](=[O:38])[C:36]5[C:31](=[CH:32][CH:33]=[C:34]([C:39]([OH:41])=[O:40])[CH:35]=5)[C:30]4=[O:42])=[CH:25][CH:24]=3)[CH:12]=2)=[CH:7][CH:6]=1)=[O:4].[OH-].[K+].Cl, predict the reaction product. The product is: [C:3]([C:5]1[CH:44]=[CH:43][C:8]([CH2:9][O:10][C:11]2[N:16]=[C:15]([C:17]3[CH:18]=[CH:19][CH:20]=[CH:21][CH:22]=3)[N:14]=[C:13]([C:23]3[CH:24]=[CH:25][C:26]([N:29]4[C:37](=[O:38])[C:36]5[C:31](=[CH:32][CH:33]=[C:34]([C:39]([OH:41])=[O:40])[CH:35]=5)[C:30]4=[O:42])=[CH:27][CH:28]=3)[CH:12]=2)=[CH:7][CH:6]=1)([OH:4])=[O:2]. (9) Given the reactants [CH3:1][C:2]1([CH3:9])[C:6]([CH3:8])([CH3:7])[O:5][BH:4][O:3]1.Br[C:11]1[CH:19]=[CH:18][CH:17]=[C:16]2[C:12]=1[CH:13]=[C:14]([C:20]#[N:21])[NH:15]2.C(N(CC)CC)C.C1(P(C2CCCCC2)C2C=CC=CC=2C2C=CC=CC=2)CCCCC1, predict the reaction product. The product is: [CH3:1][C:2]1([CH3:9])[C:6]([CH3:8])([CH3:7])[O:5][B:4]([C:11]2[CH:19]=[CH:18][CH:17]=[C:16]3[C:12]=2[CH:13]=[C:14]([C:20]#[N:21])[NH:15]3)[O:3]1.